This data is from Reaction yield outcomes from USPTO patents with 853,638 reactions. The task is: Predict the reaction yield, written as a fraction of the theoretical maximum amount of product (1.0 means a 100% yield; for example, 0.34 means a 34% yield). (1) The reactants are C(OC([N:8]1[CH2:11][CH:10]([NH:12][C:13]([O:15][CH2:16][C:17]2[CH:22]=[CH:21][C:20]([N+:23]([O-:25])=[O:24])=[CH:19][CH:18]=2)=[O:14])[CH2:9]1)=O)(C)(C)C.[ClH:26]. The catalyst is O1CCOCC1. The product is [ClH:26].[N+:23]([C:20]1[CH:21]=[CH:22][C:17]([CH2:16][O:15][C:13]([NH:12][CH:10]2[CH2:9][NH:8][CH2:11]2)=[O:14])=[CH:18][CH:19]=1)([O-:25])=[O:24]. The yield is 0.580. (2) The reactants are Br[C:2]1[N:7]=[N:6][C:5]([NH2:8])=[N:4][C:3]=1[C:9]1[CH:14]=[CH:13][CH:12]=[CH:11][CH:10]=1.[F:15][C:16]([F:25])([F:24])[C:17]1[CH:18]=[C:19]([OH:23])[CH:20]=[CH:21][CH:22]=1. No catalyst specified. The product is [C:9]1([C:3]2[N:4]=[C:5]([NH2:8])[N:6]=[N:7][C:2]=2[O:23][C:19]2[CH:20]=[CH:21][CH:22]=[C:17]([C:16]([F:15])([F:24])[F:25])[CH:18]=2)[CH:14]=[CH:13][CH:12]=[CH:11][CH:10]=1. The yield is 0.0400. (3) The reactants are [NH2:1][C@@H:2]([C:4]1[N:9]=[CH:8][C:7]([NH:10][S:11]([CH3:14])(=[O:13])=[O:12])=[C:6]([CH3:15])[CH:5]=1)[CH3:3].Cl.N[C@@H](C1N=C(C)C(NS(C)(=O)=O)=CC=1)C.[F:32][C:33]([F:48])([F:47])[C:34]1[CH:35]=[C:36]2[C:41](=[CH:42][CH:43]=1)[CH:40]=[C:39]([C:44](O)=[O:45])[CH:38]=[CH:37]2.CN(C(ON1N=NC2C=CC=CC1=2)=[N+](C)C)C.F[P-](F)(F)(F)(F)F.C(N(CC)CC)C. The catalyst is CN(C=O)C. The product is [CH3:15][C:6]1[C:7]([NH:10][S:11]([CH3:14])(=[O:13])=[O:12])=[CH:8][N:9]=[C:4]([C@H:2]([NH:1][C:44]([C:39]2[CH:38]=[CH:37][C:36]3[C:41](=[CH:42][CH:43]=[C:34]([C:33]([F:32])([F:47])[F:48])[CH:35]=3)[CH:40]=2)=[O:45])[CH3:3])[CH:5]=1. The yield is 0.700. (4) The reactants are Cl[C:2]1[CH:7]=[CH:6][C:5]([N+:8]([O-:10])=[O:9])=[CH:4][N:3]=1.CC(N)C(C)[NH2:14].[CH2:17]([N:19]([CH2:22]C)[CH2:20]C)[CH3:18].C(#N)C. The catalyst is O. The product is [CH3:20][N:19]([CH3:22])[CH2:17][CH2:18][NH:14][C:2]1[CH:7]=[CH:6][C:5]([N+:8]([O-:10])=[O:9])=[CH:4][N:3]=1. The yield is 0.420. (5) The reactants are [OH:1][NH:2][C:3]([C:5]1[CH:10]=[CH:9][C:8]([C:11]([F:14])([F:13])[F:12])=[CH:7][N:6]=1)=[NH:4].[Cl:15][C:16]1[CH:24]=[C:20]([C:21](O)=O)[C:19]([OH:25])=[CH:18][CH:17]=1. No catalyst specified. The product is [Cl:15][C:16]1[CH:17]=[CH:18][C:19]([OH:25])=[C:20]([C:21]2[O:1][N:2]=[C:3]([C:5]3[CH:10]=[CH:9][C:8]([C:11]([F:12])([F:13])[F:14])=[CH:7][N:6]=3)[N:4]=2)[CH:24]=1. The yield is 0.280. (6) The reactants are Cl.O.[C:3]([O:7][C:8]1[CH:13]=[C:12]([CH:14]([CH3:16])[CH3:15])[CH:11]=[CH:10][C:9]=1[C:17]1([NH:31][C:32](=[O:35])[CH2:33][CH3:34])[C:25](=[O:26])[C:24]2[C:19](=[CH:20][CH:21]=[CH:22][C:23]=2[N+:27]([O-])=O)[C:18]1=[O:30])(=[O:6])[CH2:4][CH3:5]. The catalyst is C(O)C.[Fe]. The product is [C:3]([O:7][C:8]1[CH:13]=[C:12]([CH:14]([CH3:15])[CH3:16])[CH:11]=[CH:10][C:9]=1[C:17]1([NH:31][C:32](=[O:35])[CH2:33][CH3:34])[C:25](=[O:26])[C:24]2[C:19](=[CH:20][CH:21]=[CH:22][C:23]=2[NH2:27])[C:18]1=[O:30])(=[O:6])[CH2:4][CH3:5]. The yield is 0.750. (7) The product is [Br:33][C:12]1[NH:11][C:10]2[C:9](=[O:15])[N:8]3[C:16]([CH2:19][CH2:20][CH2:21][C:22]4[O:26][N:25]=[C:24]([C:27]5[CH:32]=[CH:31][CH:30]=[CH:29][CH:28]=5)[N:23]=4)=[N:17][N:18]=[C:7]3[N:6]([CH2:1][CH2:2][CH2:3][CH2:4][CH3:5])[C:14]=2[N:13]=1. The catalyst is C1COCC1. The reactants are [CH2:1]([N:6]1[C:14]2[N:13]=[CH:12][NH:11][C:10]=2[C:9](=[O:15])[N:8]2[C:16]([CH2:19][CH2:20][CH2:21][C:22]3[O:26][N:25]=[C:24]([C:27]4[CH:32]=[CH:31][CH:30]=[CH:29][CH:28]=4)[N:23]=3)=[N:17][N:18]=[C:7]12)[CH2:2][CH2:3][CH2:4][CH3:5].[Br:33]N1C(=O)CCC1=O. The yield is 0.210.